Dataset: Catalyst prediction with 721,799 reactions and 888 catalyst types from USPTO. Task: Predict which catalyst facilitates the given reaction. (1) Reactant: [C:1](N1C=CN=C1)([N:3]1C=CN=[CH:4]1)=O.[F:13][C:14]([F:30])([F:29])[C:15]1[CH:20]=[CH:19][N:18]=[CH:17][C:16]=1[C:21]1[O:25][N:24]=[C:23]([C:26]([OH:28])=O)[N:22]=1.CNC. Product: [CH3:1][N:3]([CH3:4])[C:26]([C:23]1[N:22]=[C:21]([C:16]2[CH:17]=[N:18][CH:19]=[CH:20][C:15]=2[C:14]([F:13])([F:30])[F:29])[O:25][N:24]=1)=[O:28]. The catalyst class is: 7. (2) Reactant: [ClH:1].[Cl:2][C:3]1[CH:29]=[CH:28][C:6]([C:7]([NH:9][C@H:10]2[CH2:15][CH2:14][C@@H:13]([NH:16][C:17]3[CH:26]=[C:25]([CH3:27])[C:24]4[C:19](=[CH:20][CH:21]=[CH:22][CH:23]=4)[N:18]=3)[CH2:12][CH2:11]2)=[O:8])=[CH:5][N:4]=1.[NH:30]1[CH:34]=[CH:33][N:32]=[CH:31]1.CCN(C(C)C)C(C)C.C([O-])(O)=O.[Na+]. Product: [ClH:2].[ClH:1].[N:30]1([C:3]2[CH:29]=[CH:28][C:6]([C:7]([NH:9][C@H:10]3[CH2:15][CH2:14][C@@H:13]([NH:16][C:17]4[CH:26]=[C:25]([CH3:27])[C:24]5[C:19](=[CH:20][CH:21]=[CH:22][CH:23]=5)[N:18]=4)[CH2:12][CH2:11]3)=[O:8])=[CH:5][N:4]=2)[CH:34]=[CH:33][N:32]=[CH:31]1. The catalyst class is: 51.